This data is from Reaction yield outcomes from USPTO patents with 853,638 reactions. The task is: Predict the reaction yield, written as a fraction of the theoretical maximum amount of product (1.0 means a 100% yield; for example, 0.34 means a 34% yield). (1) The catalyst is O1CCCC1.[Cu]I.Cl[Pd](Cl)([P](C1C=CC=CC=1)(C1C=CC=CC=1)C1C=CC=CC=1)[P](C1C=CC=CC=1)(C1C=CC=CC=1)C1C=CC=CC=1. The yield is 0.990. The product is [C:1]1([C:7]#[C:8][C:15]2[CH:16]=[CH:17][C:12]([C:11]([O:10][CH3:9])=[O:19])=[CH:13][CH:14]=2)[CH:6]=[CH:5][CH:4]=[CH:3][CH:2]=1. The reactants are [C:1]1([C:7]#[CH:8])[CH:6]=[CH:5][CH:4]=[CH:3][CH:2]=1.[CH3:9][O:10][C:11](=[O:19])[C:12]1[CH:17]=[CH:16][C:15](I)=[CH:14][CH:13]=1.CCN(CC)CC. (2) The reactants are P(Br)(Br)[Br:2].O[CH:6]([C:8]1[O:9][C:10](=[O:33])[C:11]2[C:16]([C:17]=1[C:18]1[CH:23]=[CH:22][C:21]([O:24][CH2:25][CH2:26][N:27]3[CH2:32][CH2:31][O:30][CH2:29][CH2:28]3)=[CH:20][CH:19]=1)=[CH:15][CH:14]=[CH:13][CH:12]=2)[CH3:7]. The catalyst is C(Cl)Cl.CCOCC. The product is [BrH:2].[Br:2][CH:6]([C:8]1[O:9][C:10](=[O:33])[C:11]2[C:16]([C:17]=1[C:18]1[CH:23]=[CH:22][C:21]([O:24][CH2:25][CH2:26][N:27]3[CH2:32][CH2:31][O:30][CH2:29][CH2:28]3)=[CH:20][CH:19]=1)=[CH:15][CH:14]=[CH:13][CH:12]=2)[CH3:7]. The yield is 0.610. (3) The reactants are CO[C:3]1[C:11]([O:12][CH3:13])=[CH:10][CH:9]=[CH:8][C:4]=1[C:5]([OH:7])=[O:6].[CH2:14]([N-:16][CH2:17][CH3:18])[CH3:15].[Li+].O. The catalyst is C1COCC1. The product is [CH2:14]([N:16]([CH2:17][CH3:18])[C:3]1[C:11]([O:12][CH3:13])=[CH:10][CH:9]=[CH:8][C:4]=1[C:5]([OH:7])=[O:6])[CH3:15]. The yield is 0.530. (4) The reactants are [CH:1]1([C:4]2[C:5]([NH:21][C@@H:22]3[C:30]4[C:25](=[CH:26][CH:27]=[CH:28][CH:29]=4)[CH2:24][C@@H:23]3O)=[N:6][C:7]([CH:18]3[CH2:20][CH2:19]3)=[C:8]([C:10]3[CH:15]=[CH:14][C:13]([Cl:16])=[CH:12][C:11]=3[Cl:17])[N:9]=2)[CH2:3][CH2:2]1.C1C=CC(P(C2C=CC=CC=2)C2C=CC=CC=2)=CC=1.[NH:51]=[N+:52]=[N-:53].CCOC(/N=N/C(OCC)=O)=O. The catalyst is C1(C)C=CC=CC=1.C1COCC1. The product is [N:51]([C@@H:23]1[CH2:24][C:25]2[C:30](=[CH:29][CH:28]=[CH:27][CH:26]=2)[C@H:22]1[NH:21][C:5]1[C:4]([CH:1]2[CH2:3][CH2:2]2)=[N:9][C:8]([C:10]2[CH:15]=[CH:14][C:13]([Cl:16])=[CH:12][C:11]=2[Cl:17])=[C:7]([CH:18]2[CH2:19][CH2:20]2)[N:6]=1)=[N+:52]=[N-:53]. The yield is 0.780. (5) The yield is 0.290. The catalyst is O1CCOCC1.C1C=CC(P(C2C=CC=CC=2)[C-]2C=CC=C2)=CC=1.C1C=CC(P(C2C=CC=CC=2)[C-]2C=CC=C2)=CC=1.Cl[Pd]Cl.[Fe+2].O. The product is [Cl:7][C:6]1[S:5][C:4]([S:8]([NH:11][C:12]2[CH:20]=[CH:19][C:15]([C:16]([OH:18])=[O:17])=[C:14]([OH:21])[CH:13]=2)(=[O:10])=[O:9])=[CH:3][C:2]=1[C:24]1[CH:25]=[CH:26][CH:27]=[C:28]([O:29][CH3:30])[C:23]=1[F:22]. The reactants are Br[C:2]1[CH:3]=[C:4]([S:8]([NH:11][C:12]2[CH:20]=[CH:19][C:15]([C:16]([OH:18])=[O:17])=[C:14]([OH:21])[CH:13]=2)(=[O:10])=[O:9])[S:5][C:6]=1[Cl:7].[F:22][C:23]1[C:28]([O:29][CH3:30])=[CH:27][CH:26]=[CH:25][C:24]=1B(O)O.C(=O)([O-])[O-].[Na+].[Na+].C(Cl)Cl. (6) The reactants are [F:1][C:2]([F:16])([F:15])[C:3]1[CH:8]=[CH:7][C:6]([C:9]#[C:10]/[CH:11]=[CH:12]/[CH2:13][OH:14])=[CH:5][CH:4]=1. The catalyst is C(Cl)Cl.[O-2].[O-2].[Mn+4]. The product is [F:1][C:2]([F:15])([F:16])[C:3]1[CH:4]=[CH:5][C:6]([C:9]#[C:10]/[CH:11]=[CH:12]/[CH:13]=[O:14])=[CH:7][CH:8]=1. The yield is 0.700.